This data is from Forward reaction prediction with 1.9M reactions from USPTO patents (1976-2016). The task is: Predict the product of the given reaction. (1) Given the reactants Br[C:2]1[CH:10]=[CH:9][CH:8]=[C:7]2[C:3]=1[CH:4]=[CH:5][N:6]2[S:11]([C:14]1[CH:19]=[CH:18][CH:17]=[CH:16][CH:15]=1)(=[O:13])=[O:12].[CH:20]([SnH3])=[CH2:21].C(Cl)Cl, predict the reaction product. The product is: [C:14]1([S:11]([N:6]2[C:7]3[C:3](=[C:2]([CH:20]=[CH2:21])[CH:10]=[CH:9][CH:8]=3)[CH:4]=[CH:5]2)(=[O:13])=[O:12])[CH:19]=[CH:18][CH:17]=[CH:16][CH:15]=1. (2) Given the reactants [F:1][C:2]1[CH:7]=[CH:6][C:5]([C:8]2[C:13]([C:14]3[CH:15]=[CH:16][C:17]4[N:18]([C:20]([C:23]([O:25]CC)=[O:24])=[N:21][CH:22]=4)[CH:19]=3)=[CH:12][CH:11]=[CH:10][N:9]=2)=[CH:4][C:3]=1[CH3:28].O[Li].O, predict the reaction product. The product is: [F:1][C:2]1[CH:7]=[CH:6][C:5]([C:8]2[C:13]([C:14]3[CH:15]=[CH:16][C:17]4[N:18]([C:20]([C:23]([OH:25])=[O:24])=[N:21][CH:22]=4)[CH:19]=3)=[CH:12][CH:11]=[CH:10][N:9]=2)=[CH:4][C:3]=1[CH3:28]. (3) Given the reactants I([O-])(=O)(=O)=O.[Na+].[CH3:7][C:8]1[C:9]([C:30]([NH2:32])=[O:31])=[N:10][C:11]([C:15]2[CH:20]=[CH:19][C:18]([B:21]3[O:25]C(C)(C)C(C)(C)[O:22]3)=[CH:17][CH:16]=2)=[C:12]([CH3:14])[N:13]=1.Cl, predict the reaction product. The product is: [C:30]([C:9]1[N:10]=[C:11]([C:15]2[CH:16]=[CH:17][C:18]([B:21]([OH:25])[OH:22])=[CH:19][CH:20]=2)[C:12]([CH3:14])=[N:13][C:8]=1[CH3:7])(=[O:31])[NH2:32]. (4) Given the reactants [C@@H:1]1([O:12][C:13]2[C:17]([CH2:18][C:19]3[CH:24]=[CH:23][C:22]([S:25][CH3:26])=[CH:21][CH:20]=3)=[C:16]([CH3:27])[NH:15][N:14]=2)[O:9][C@H:8]([CH2:10][OH:11])[C@@H:6]([OH:7])[C@H:4]([OH:5])[C@H:2]1[OH:3].C(=O)([O-])[O-].[Cs+].[Cs+].Br[CH2:35][CH:36]1[CH2:38][CH2:37]1.[I-].[Na+], predict the reaction product. The product is: [CH:36]1([CH2:35][N:15]2[C:16]([CH3:27])=[C:17]([CH2:18][C:19]3[CH:24]=[CH:23][C:22]([S:25][CH3:26])=[CH:21][CH:20]=3)[C:13]([O:12][C@@H:1]3[O:9][C@H:8]([CH2:10][OH:11])[C@@H:6]([OH:7])[C@H:4]([OH:5])[C@H:2]3[OH:3])=[N:14]2)[CH2:38][CH2:37]1. (5) Given the reactants Br[CH:2]([CH2:25][CH3:26])[C:3]([N:5]1[C:9]([CH3:16])([C:10]2[CH:15]=[CH:14][CH:13]=[CH:12][CH:11]=2)[CH2:8][C:7]([C:17]2[CH:22]=[C:21]([F:23])[CH:20]=[CH:19][C:18]=2[F:24])=[N:6]1)=[O:4].[CH3:27][N:28]1[CH2:33][CH2:32][NH:31][CH2:30][CH2:29]1, predict the reaction product. The product is: [F:24][C:18]1[CH:19]=[CH:20][C:21]([F:23])=[CH:22][C:17]=1[C:7]1[CH2:8][C:9]([CH3:16])([C:10]2[CH:15]=[CH:14][CH:13]=[CH:12][CH:11]=2)[N:5]([C:3]([CH:2]([N:31]2[CH2:32][CH2:33][N:28]([CH3:27])[CH2:29][CH2:30]2)[CH2:25][CH3:26])=[O:4])[N:6]=1. (6) Given the reactants [NH:1]([C:30]([O:32][C:33]([CH3:36])([CH3:35])[CH3:34])=[O:31])[C@H:2]([C:15]([NH:17][C@H:18]([C:26]([O:28]C)=[O:27])[CH2:19][CH2:20][CH2:21][NH:22][C:23](=[NH:25])[NH2:24])=[O:16])[CH2:3][C:4]1[CH:9]=[CH:8][C:7]([O:10][C:11]([CH3:14])([CH3:13])[CH3:12])=[CH:6][CH:5]=1, predict the reaction product. The product is: [NH:1]([C:30]([O:32][C:33]([CH3:36])([CH3:35])[CH3:34])=[O:31])[C@H:2]([C:15]([NH:17][C@H:18]([C:26]([OH:28])=[O:27])[CH2:19][CH2:20][CH2:21][NH:22][C:23](=[NH:24])[NH2:25])=[O:16])[CH2:3][C:4]1[CH:9]=[CH:8][C:7]([O:10][C:11]([CH3:14])([CH3:12])[CH3:13])=[CH:6][CH:5]=1.